Dataset: CYP2C19 inhibition data for predicting drug metabolism from PubChem BioAssay. Task: Regression/Classification. Given a drug SMILES string, predict its absorption, distribution, metabolism, or excretion properties. Task type varies by dataset: regression for continuous measurements (e.g., permeability, clearance, half-life) or binary classification for categorical outcomes (e.g., BBB penetration, CYP inhibition). Dataset: cyp2c19_veith. (1) The compound is Nc1ccc(S(=O)(=O)Nc2ccc(Cl)nn2)cc1. The result is 0 (non-inhibitor). (2) The compound is O=c1c(-c2cccs2)nc2cncnc2n1Cc1ccc(F)cc1. The result is 1 (inhibitor). (3) The drug is CC(C)NC(=O)N1CC2(CCN(C(=O)c3cc(C(F)(F)F)cc(C(F)(F)F)c3)CC2)C1. The result is 0 (non-inhibitor). (4) The molecule is COC(=O)N1CCC2(CC1)CN(c1ccccn1)C2. The result is 0 (non-inhibitor). (5) The molecule is COc1cccc(-c2nc(NCc3ccccc3)c3ccccc3n2)c1. The result is 1 (inhibitor). (6) The compound is CCOC(=O)CSc1nc2ccccc2c(=O)n1CC1CCC(C(=O)NCc2ccco2)CC1. The result is 1 (inhibitor). (7) The drug is COc1ccc2c(c1[N+](=O)[O-])CCC/C2=N/OC(=O)c1cccc2ccccc12. The result is 1 (inhibitor). (8) The compound is C=CCn1c(=O)c(C(=O)NCCN(CC)CC)c(O)c2ccccc21.Cl. The result is 0 (non-inhibitor).